From a dataset of Peptide-MHC class II binding affinity with 134,281 pairs from IEDB. Regression. Given a peptide amino acid sequence and an MHC pseudo amino acid sequence, predict their binding affinity value. This is MHC class II binding data. (1) The peptide sequence is MAEMKTDAATLAQEA. The MHC is DRB1_0802 with pseudo-sequence DRB1_0802. The binding affinity (normalized) is 0.621. (2) The peptide sequence is PRSPTVFYNIPPMPLPPSQL. The MHC is HLA-DQA10501-DQB10301 with pseudo-sequence HLA-DQA10501-DQB10301. The binding affinity (normalized) is 0.286. (3) The peptide sequence is PRGVTHDQLNNFRAG. The MHC is HLA-DPA10201-DPB10101 with pseudo-sequence HLA-DPA10201-DPB10101. The binding affinity (normalized) is 0.185. (4) The peptide sequence is DFDGRSEFAYGSFVR. The MHC is DRB1_0401 with pseudo-sequence DRB1_0401. The binding affinity (normalized) is 0.210. (5) The peptide sequence is ADNLGNLRLKGVTCR. The MHC is DRB1_0101 with pseudo-sequence DRB1_0101. The binding affinity (normalized) is 0.321. (6) The MHC is DRB3_0101 with pseudo-sequence DRB3_0101. The binding affinity (normalized) is 0.265. The peptide sequence is PVGEIYKRWIIMGLN.